This data is from Forward reaction prediction with 1.9M reactions from USPTO patents (1976-2016). The task is: Predict the product of the given reaction. (1) The product is: [CH3:10][O:9][C:3]1[CH:4]=[CH:5][C:6]([C:14]#[N:15])=[CH:7][C:2]=1[C:11]#[N:12]. Given the reactants Br[C:2]1[CH:7]=[C:6](Br)[CH:5]=[CH:4][C:3]=1[O:9][CH3:10].[C:11]([Cu])#[N:12].[CH3:14][N:15](C=O)C, predict the reaction product. (2) The product is: [N:45]1([C:19]([C:17]2[NH:16][C:13]3=[N:14][CH:15]=[C:10]([O:9][CH2:8][CH2:7][CH2:6][N:1]4[CH2:2][CH2:3][CH2:4][CH2:5]4)[CH:11]=[C:12]3[CH:18]=2)=[O:21])[CH2:50][CH2:49][O:48][CH2:47][CH2:46]1. Given the reactants [N:1]1([CH2:6][CH2:7][CH2:8][O:9][C:10]2[CH:11]=[C:12]3[CH:18]=[C:17]([C:19]([O-:21])=O)[NH:16][C:13]3=[N:14][CH:15]=2)[CH2:5][CH2:4][CH2:3][CH2:2]1.[Li+].F[B-](F)(F)F.N1(OC(N(C)C)=[N+](C)C)C2C=CC=CC=2N=N1.[NH:45]1[CH2:50][CH2:49][O:48][CH2:47][CH2:46]1.C(N(CC)C(C)C)(C)C, predict the reaction product. (3) Given the reactants F[C:2]1[CH:9]=[CH:8][C:5]([C:6]#[N:7])=[CH:4][CH:3]=1.[CH2:10]([NH:17][CH2:18][CH2:19][C:20]1[CH:25]=[CH:24][C:23]([OH:26])=[CH:22][CH:21]=1)[C:11]1[CH:16]=[CH:15][CH:14]=[CH:13][CH:12]=1, predict the reaction product. The product is: [CH2:10]([NH:17][CH2:18][CH2:19][C:20]1[CH:21]=[CH:22][C:23]([O:26][C:2]2[CH:9]=[CH:8][C:5]([C:6]#[N:7])=[CH:4][CH:3]=2)=[CH:24][CH:25]=1)[C:11]1[CH:12]=[CH:13][CH:14]=[CH:15][CH:16]=1. (4) Given the reactants [Cl:1][C:2]1[N:3]=[C:4]([N:11]2[CH2:16][CH2:15][O:14][CH2:13][CH2:12]2)[C:5]2[S:10][CH:9]=[CH:8][C:6]=2[N:7]=1.[Li+].C[Si]([N-][Si](C)(C)C)(C)C.CN([CH:30]=[O:31])C, predict the reaction product. The product is: [Cl:1][C:2]1[N:3]=[C:4]([N:11]2[CH2:16][CH2:15][O:14][CH2:13][CH2:12]2)[C:5]2[S:10][C:9]([CH:30]=[O:31])=[CH:8][C:6]=2[N:7]=1. (5) Given the reactants [OH:1][C:2]1[CH:9]=[CH:8][C:5]([C:6]#[N:7])=[CH:4][CH:3]=1.Cl[C:11]1[C:20]2[C:15](=[C:16]([O:23][CH3:24])[C:17]([O:21][CH3:22])=[CH:18][CH:19]=2)[CH:14]=[C:13]([NH:25][C:26]2[CH:30]=[C:29]([CH3:31])[NH:28][N:27]=2)[N:12]=1, predict the reaction product. The product is: [CH3:31][C:29]1[NH:28][N:27]=[C:26]([NH:25][C:13]2[N:12]=[C:11]([O:1][C:2]3[CH:9]=[CH:8][C:5]([C:6]#[N:7])=[CH:4][CH:3]=3)[C:20]3[C:15]([CH:14]=2)=[C:16]([O:23][CH3:24])[C:17]([O:21][CH3:22])=[CH:18][CH:19]=3)[CH:30]=1. (6) The product is: [C:13]([O:12][C:8]([N:9]([C:2]1[CH:3]=[N:4][CH:5]=[CH:6][CH:7]=1)[NH2:10])=[O:11])([CH3:16])([CH3:15])[CH3:14]. Given the reactants I[C:2]1[CH:3]=[N:4][CH:5]=[CH:6][CH:7]=1.[C:8]([O:12][C:13]([CH3:16])([CH3:15])[CH3:14])(=[O:11])[NH:9][NH2:10].C(=O)([O-])[O-].[Cs+].[Cs+].N1C2C(=CC=C3C=2N=CC=C3)C=CC=1, predict the reaction product. (7) Given the reactants C[O:2][C:3]([C@H:5]1[CH2:9][C:8](=[O:10])[N:7]([C:11]2[CH:16]=[CH:15][C:14]([O:17][CH2:18][C:19]3[CH:24]=[CH:23][CH:22]=[C:21]([F:25])[CH:20]=3)=[CH:13][CH:12]=2)[CH2:6]1)=[O:4].Cl, predict the reaction product. The product is: [F:25][C:21]1[CH:20]=[C:19]([CH:24]=[CH:23][CH:22]=1)[CH2:18][O:17][C:14]1[CH:13]=[CH:12][C:11]([N:7]2[C:8](=[O:10])[CH2:9][C@H:5]([C:3]([OH:4])=[O:2])[CH2:6]2)=[CH:16][CH:15]=1.